This data is from Forward reaction prediction with 1.9M reactions from USPTO patents (1976-2016). The task is: Predict the product of the given reaction. (1) Given the reactants [F:1][C:2]1[CH:7]=[CH:6][CH:5]=[C:4]([O:8][C:9]([F:12])([F:11])[F:10])[CH:3]=1.S(=O)(=O)(O)O.[N+:18]([O-])([OH:20])=[O:19], predict the reaction product. The product is: [F:1][C:2]1[CH:7]=[CH:6][C:5]([N+:18]([O-:20])=[O:19])=[C:4]([O:8][C:9]([F:10])([F:11])[F:12])[CH:3]=1. (2) Given the reactants [F:1][C:2]1[CH:7]=[C:6]([N+:8]([O-])=O)[CH:5]=[CH:4][C:3]=1[N:11]1[CH2:16][CH2:15][N:14]([CH2:17][CH2:18][S:19]([CH3:22])(=[O:21])=[O:20])[CH2:13][CH2:12]1, predict the reaction product. The product is: [F:1][C:2]1[CH:7]=[C:6]([NH2:8])[CH:5]=[CH:4][C:3]=1[N:11]1[CH2:16][CH2:15][N:14]([CH2:17][CH2:18][S:19]([CH3:22])(=[O:20])=[O:21])[CH2:13][CH2:12]1.